From a dataset of Full USPTO retrosynthesis dataset with 1.9M reactions from patents (1976-2016). Predict the reactants needed to synthesize the given product. (1) Given the product [CH2:22]([N:14]([CH2:13][C@@H:10]1[CH2:11][CH2:12][C@H:7]([CH2:6][C:29]#[N:30])[CH2:8][CH2:9]1)[CH2:15][C:16]1[CH:17]=[CH:18][CH:19]=[CH:20][CH:21]=1)[C:23]1[CH:24]=[CH:25][CH:26]=[CH:27][CH:28]=1, predict the reactants needed to synthesize it. The reactants are: CS(O[CH2:6][C@H:7]1[CH2:12][CH2:11][C@@H:10]([CH2:13][N:14]([CH2:22][C:23]2[CH:28]=[CH:27][CH:26]=[CH:25][CH:24]=2)[CH2:15][C:16]2[CH:21]=[CH:20][CH:19]=[CH:18][CH:17]=2)[CH2:9][CH2:8]1)(=O)=O.[C-:29]#[N:30].[Na+].C1OCCOCCOCCOCCOC1.O. (2) Given the product [CH3:1][C:2]1[NH:3][C:4]2[N:5]([CH:6]=1)[C:13](=[O:12])[C:14]([C:18]1[CH:23]=[CH:22][CH:21]=[CH:20][CH:19]=1)=[C:15]([CH3:17])[C:7]=2[C:8]#[N:9], predict the reactants needed to synthesize it. The reactants are: [CH3:1][C:2]1[N:3]=[C:4]([CH2:7][C:8]#[N:9])[NH:5][CH:6]=1.C([O:12][C:13](=O)[CH:14]([C:18]1[CH:23]=[CH:22][CH:21]=[CH:20][CH:19]=1)[C:15]([CH3:17])=O)C. (3) Given the product [OH:29][CH:18]([CH2:17][C:14]1([CH3:13])[CH2:15][CH2:16]1)[C:19]([O:21][CH2:22][CH3:23])=[O:20], predict the reactants needed to synthesize it. The reactants are: C(NC(C)C)(C)C.C([Li])CCC.[CH3:13][C:14]1([CH2:17][CH2:18][C:19]([O:21][CH2:22][CH3:23])=[O:20])[CH2:16][CH2:15]1.[Cl-].[NH4+].C1C[O:29]CC1. (4) Given the product [ClH:14].[N:19]12[CH2:24][CH2:23][CH:22]([CH2:21][CH2:20]1)[CH:17]([NH:16][C:11]([C:8]1[S:9][C:10]3[C:2]([Br:1])=[CH:3][CH:4]=[CH:5][C:6]=3[CH:7]=1)=[O:13])[CH2:18]2, predict the reactants needed to synthesize it. The reactants are: [Br:1][C:2]1[C:10]2[S:9][C:8]([C:11]([OH:13])=O)=[CH:7][C:6]=2[CH:5]=[CH:4][CH:3]=1.[ClH:14].Cl.[NH2:16][C@@H:17]1[CH:22]2[CH2:23][CH2:24][N:19]([CH2:20][CH2:21]2)[CH2:18]1.CN(C(ON1N=NC2C=CC=NC1=2)=[N+](C)C)C.F[P-](F)(F)(F)(F)F.C(N(CC)C(C)C)(C)C. (5) Given the product [ClH:27].[CH3:26][N:21]([S:22]([CH3:25])(=[O:24])=[O:23])[C:18]1[CH:17]=[CH:16][C:15]([CH2:14][CH:11]2[CH2:12][CH2:13][NH:8][CH2:9][CH2:10]2)=[CH:20][CH:19]=1, predict the reactants needed to synthesize it. The reactants are: C(OC([N:8]1[CH2:13][CH2:12][CH:11]([CH2:14][C:15]2[CH:20]=[CH:19][C:18]([N:21]([CH3:26])[S:22]([CH3:25])(=[O:24])=[O:23])=[CH:17][CH:16]=2)[CH2:10][CH2:9]1)=O)(C)(C)C.[ClH:27]. (6) Given the product [F:1][C:2]1[CH:3]=[CH:4][C:5]([CH2:6][N:7]2[CH2:12][CH2:11][N:10]([C:13]([CH2:15][O:16][C:17]3[CH:22]=[CH:21][C:20]([Cl:23])=[CH:19][CH:18]=3)=[O:14])[CH2:9][CH:8]2[CH2:24][CH:25]([OH:26])[CH3:29])=[CH:27][CH:28]=1, predict the reactants needed to synthesize it. The reactants are: [F:1][C:2]1[CH:28]=[CH:27][C:5]([CH2:6][N:7]2[CH2:12][CH2:11][N:10]([C:13]([CH2:15][O:16][C:17]3[CH:22]=[CH:21][C:20]([Cl:23])=[CH:19][CH:18]=3)=[O:14])[CH2:9][CH:8]2[CH2:24][CH:25]=[O:26])=[CH:4][CH:3]=1.[CH3:29][Mg]Br.[NH4+].[Cl-].